From a dataset of Full USPTO retrosynthesis dataset with 1.9M reactions from patents (1976-2016). Predict the reactants needed to synthesize the given product. (1) Given the product [F:10][C:8]([F:9])([F:11])[C@H:7]([N:4]1[CH2:5][CH2:6][C@H:2]([NH:1][C:36](=[O:46])[O:37][CH2:38][C:39]2[O:40][C:41](=[O:45])[O:42][C:43]=2[CH3:44])[CH2:3]1)[C:12]1[CH:13]=[CH:14][C:15]2[N:16]([C:18]([C:21]3[CH:30]=[CH:29][C:28]4[C:23](=[CH:24][C:25]([O:32][CH2:33][CH2:34][OH:35])=[C:26]([F:31])[CH:27]=4)[N:22]=3)=[N:19][N:20]=2)[CH:17]=1, predict the reactants needed to synthesize it. The reactants are: [NH2:1][C@H:2]1[CH2:6][CH2:5][N:4]([C@H:7]([C:12]2[CH:13]=[CH:14][C:15]3[N:16]([C:18]([C:21]4[CH:30]=[CH:29][C:28]5[C:23](=[CH:24][C:25]([O:32][CH2:33][CH2:34][OH:35])=[C:26]([F:31])[CH:27]=5)[N:22]=4)=[N:19][N:20]=3)[CH:17]=2)[C:8]([F:11])([F:10])[F:9])[CH2:3]1.[C:36](=O)([O:46]C1C=CC([N+]([O-])=O)=CC=1)[O:37][CH2:38][C:39]1[O:40][C:41](=[O:45])[O:42][C:43]=1[CH3:44]. (2) Given the product [C:14]([C:13]1[CH:16]=[CH:17][C:10]([CH:9]2[CH2:5][C:4](=[O:3])[N:28]([C:24]3[CH:25]=[CH:26][CH:27]=[C:22]([C:21]([F:37])([F:38])[F:20])[CH:23]=3)[C:29]([CH3:36])=[C:30]2[C:31]([O:33][CH2:34][CH3:35])=[O:32])=[CH:11][CH:12]=1)#[N:15], predict the reactants needed to synthesize it. The reactants are: CC1(C)OC(=O)[C:5](=[CH:9][C:10]2[CH:17]=[CH:16][C:13]([C:14]#[N:15])=[CH:12][CH:11]=2)[C:4](=O)[O:3]1.[F:20][C:21]([F:38])([F:37])[C:22]1[CH:23]=[C:24]([NH:28]/[C:29](/[CH3:36])=[CH:30]/[C:31]([O:33][CH2:34][CH3:35])=[O:32])[CH:25]=[CH:26][CH:27]=1. (3) Given the product [CH2:7]([N:9]1[C:19]([CH3:20])=[CH:18][C:12]([C:13]([O:15][CH2:16][CH3:17])=[O:14])=[N:10]1)[CH3:8], predict the reactants needed to synthesize it. The reactants are: C(O)(=O)C(O)=O.[CH2:7]([NH:9][NH2:10])[CH3:8].O=[C:12]([CH2:18][C:19](=O)[CH3:20])[C:13]([O:15][CH2:16][CH3:17])=[O:14].O.C([O-])([O-])=O.[K+].[K+].